Dataset: Forward reaction prediction with 1.9M reactions from USPTO patents (1976-2016). Task: Predict the product of the given reaction. Given the reactants [CH3:1][O:2][C:3](=[O:36])[C:4]1[CH:9]=[CH:8][C:7]([C:10]([C:17]2[N:25](S(C3C=CC=CC=3)(=O)=O)[C:20]3=[N:21][CH:22]=[CH:23][CH:24]=[C:19]3[CH:18]=2)=[CH:11][CH:12]2[CH2:16][CH2:15][CH2:14][CH2:13]2)=[CH:6][C:5]=1[F:35].[F-].C([N+](CCCC)(CCCC)CCCC)CCC, predict the reaction product. The product is: [CH3:1][O:2][C:3](=[O:36])[C:4]1[CH:9]=[CH:8][C:7]([C:10]([C:17]2[NH:25][C:20]3=[N:21][CH:22]=[CH:23][CH:24]=[C:19]3[CH:18]=2)=[CH:11][CH:12]2[CH2:16][CH2:15][CH2:14][CH2:13]2)=[CH:6][C:5]=1[F:35].